Predict the reactants needed to synthesize the given product. From a dataset of Full USPTO retrosynthesis dataset with 1.9M reactions from patents (1976-2016). (1) The reactants are: BrCCBr.II.[Mg].[CH2:8]([N:15]1[CH2:20][CH2:19][CH:18](Br)[CH2:17][CH2:16]1)[C:9]1[CH:14]=[CH:13][CH:12]=[CH:11][CH:10]=1.[C:22](#N)[C:23]1[CH:28]=[CH:27][CH:26]=[CH:25][CH:24]=1.[Cl-].[NH4+].C1C[O:35]CC1. Given the product [CH2:8]([N:15]1[CH2:20][CH2:19][CH:18]([C:22](=[O:35])[C:23]2[CH:28]=[CH:27][CH:26]=[CH:25][CH:24]=2)[CH2:17][CH2:16]1)[C:9]1[CH:14]=[CH:13][CH:12]=[CH:11][CH:10]=1, predict the reactants needed to synthesize it. (2) Given the product [ClH:3].[CH:10]([N:13]([CH2:25][C:26]1[CH:31]=[CH:30][C:29]([C:32]2[N:33]=[C:34]([CH2:37][Cl:3])[S:35][CH:36]=2)=[CH:28][CH:27]=1)[C:14]1[CH:19]=[CH:18][C:17]([CH:20]([CH2:23][CH3:24])[CH2:21][CH3:22])=[CH:16][CH:15]=1)([CH3:12])[CH3:11], predict the reactants needed to synthesize it. The reactants are: S(Cl)([Cl:3])=O.CN(C)C=O.[CH:10]([N:13]([CH2:25][C:26]1[CH:31]=[CH:30][C:29]([C:32]2[N:33]=[C:34]([CH2:37]O)[S:35][CH:36]=2)=[CH:28][CH:27]=1)[C:14]1[CH:19]=[CH:18][C:17]([CH:20]([CH2:23][CH3:24])[CH2:21][CH3:22])=[CH:16][CH:15]=1)([CH3:12])[CH3:11]. (3) Given the product [OH:6][C:7]([CH3:12])([CH3:8])[CH2:5][O:6][C@H:7]1[CH2:8][CH2:9][C@H:10]([N:13]2[C:18](=[O:19])[C:17]([CH2:20][C:21]3[CH:22]=[CH:23][C:24]([C:27]4[C:28]([C:33]#[N:34])=[CH:29][CH:30]=[CH:31][CH:32]=4)=[CH:25][CH:26]=3)=[C:16]([CH2:35][CH2:36][CH3:37])[N:15]3[N:38]=[C:39]([CH3:41])[N:40]=[C:14]23)[CH2:11][CH2:12]1, predict the reactants needed to synthesize it. The reactants are: C(OC(=O)[CH2:5][O:6][CH:7]1[CH2:12][CH2:11][CH:10]([N:13]2[C:18](=[O:19])[C:17]([CH2:20][C:21]3[CH:26]=[CH:25][C:24]([C:27]4[CH:32]=[CH:31][CH:30]=[CH:29][C:28]=4[C:33]#[N:34])=[CH:23][CH:22]=3)=[C:16]([CH2:35][CH2:36][CH3:37])[N:15]3[N:38]=[C:39]([CH3:41])[N:40]=[C:14]23)[CH2:9][CH2:8]1)C.C[Mg]Br.Cl. (4) Given the product [Cl:46][C:19]1[N:18]=[N:17][C:16]([C:39]2[C:38]3[C:42](=[CH:43][CH:44]=[C:36]([F:35])[CH:37]=3)[NH:41][C:40]=2[CH3:45])=[CH:25][CH:20]=1.[F:35][C:47]1[CH:48]=[C:49]2[C:53](=[CH:54][CH:55]=1)[NH:52][C:51]([CH3:60])=[C:50]2[C:61]1[CH:70]=[CH:65][C:64](=[O:71])[NH:63][N:62]=1, predict the reactants needed to synthesize it. The reactants are: ClC1C=C2C(=CC=1)N(CC(O)=O)C(C)=C2[C:16]1[C:25]2[C:20](=CC=CC=2)[C:19](=O)[N:18](CC2C=CC(Cl)=CC=2)[N:17]=1.[F:35][C:36]1[CH:37]=[C:38]2[C:42](=[CH:43][CH:44]=1)[NH:41][C:40]([CH3:45])=[CH:39]2.[Cl:46][C:47]1[CH:48]=[C:49]2[C:53](=[CH:54][CH:55]=1)[N:52](CC(O)=O)[C:51]([CH3:60])=[C:50]2[C:61]1[C:70]2[C:65](=CC=CC=2)[C:64](=[O:71])[N:63](CC2C=CC(Cl)=C(F)C=2)[N:62]=1. (5) Given the product [O:34]1[C:38]2[CH:39]=[CH:40][C:41]([C:2]3[CH:7]=[CH:6][C:5]([C:8]4[N:12]([CH2:13][C@@H:14]5[CH2:18][CH2:17][N:16]([C:19]([CH:21]6[CH2:22][CH2:23]6)=[O:20])[CH2:15]5)[C:11](=[O:24])[C:10]5([CH2:25][CH2:26][N:27]([C:30]([O:32][CH3:33])=[O:31])[CH2:28][CH2:29]5)[N:9]=4)=[CH:4][CH:3]=3)=[CH:42][C:37]=2[CH:36]=[CH:35]1, predict the reactants needed to synthesize it. The reactants are: Br[C:2]1[CH:7]=[CH:6][C:5]([C:8]2[N:12]([CH2:13][C@@H:14]3[CH2:18][CH2:17][N:16]([C:19]([CH:21]4[CH2:23][CH2:22]4)=[O:20])[CH2:15]3)[C:11](=[O:24])[C:10]3([CH2:29][CH2:28][N:27]([C:30]([O:32][CH3:33])=[O:31])[CH2:26][CH2:25]3)[N:9]=2)=[CH:4][CH:3]=1.[O:34]1[C:38]2[CH:39]=[CH:40][C:41](B(O)O)=[CH:42][C:37]=2[CH:36]=[CH:35]1. (6) Given the product [CH2:10]([C:17]1[N:22]=[CH:21][C:20]([CH2:23][C:24]2[CH:2]=[C:1]([C:3]3[C:4]([NH2:9])=[N:5][CH:6]=[CH:7][CH:8]=3)[O:26][N:25]=2)=[CH:19][CH:18]=1)[C:11]1[CH:12]=[CH:13][CH:14]=[CH:15][CH:16]=1, predict the reactants needed to synthesize it. The reactants are: [C:1]([C:3]1[C:4]([NH2:9])=[N:5][CH:6]=[CH:7][CH:8]=1)#[CH:2].[CH2:10]([C:17]1[N:22]=[CH:21][C:20]([CH2:23][C:24](Cl)=[N:25][OH:26])=[CH:19][CH:18]=1)[C:11]1[CH:16]=[CH:15][CH:14]=[CH:13][CH:12]=1.C(N(CC)CC)C.